Binary Classification. Given a miRNA mature sequence and a target amino acid sequence, predict their likelihood of interaction. From a dataset of Experimentally validated miRNA-target interactions with 360,000+ pairs, plus equal number of negative samples. (1) The miRNA is mmu-miR-382-3p with sequence UCAUUCACGGACAACACUUUUU. The protein sequence of the target gene is MQSLRPEQTRGLLEPERTKTLLPRESRAWEKPPHPACTKDWEAVEVGASSHDSDEKDLSSQETGLSQEWSSVEEDDESEGSQGFVEWSKAPQQTTIVLVVCVLFLFLVLTGMPMMFHI. Result: 0 (no interaction). (2) The protein sequence of the target gene is MAGPVLTLGLLAALVVCALPGSWGLNEEQRLIQHLFNEKGYDKDLRPVARKEDKVDVALSLTLSNLISLKEVEETLTTNVWIDHAWVDSRLQWDANDFGNITVLRLPPDMVWLPEIVLENNNDGSFQISYACNVLVYDSGYVTWLPPAIFRSSCPISVTYFPFDWQNCSLKFSSLKYTAKEITLSLKQEEENNRSYPIEWIIIDPEGFTENGEWEIVHRAAKLNVDPSVPMDSTNHQDVTFYLIIRRKPLFYIINILVPCVLISFMINLVFYLPGDCGEKTSVAISVLLAQSVFLLLISK.... The miRNA is hsa-miR-6856-5p with sequence AAGAGAGGAGCAGUGGUGCUGUGG. Result: 0 (no interaction). (3) The miRNA is hsa-miR-17-3p with sequence ACUGCAGUGAAGGCACUUGUAG. The protein sequence of the target gene is MDPTALVEAIVEEVACPICMTFLREPMSIDCGHSFCHSCLSGLWEIPGESQNWGYTCPLCRAPVQPRNLRPNWQLANVVEKVRLLRLHPGMGLKGDLCERHGEKLKMFCKEDVLIMCEACSQSPEHEAHSVVPMEDVAWEYKWELHEALEHLKKEQEEAWKLEVGERKRTATWKIQVETRKQSIVWEFEKYQRLLEKKQPPHRQLGAEVAAALASLQREAAETMQKLELNHSELIQQSQVLWRMIAELKERSQRPVRWMLQDIQEVLNRSKSWSLQQPEPISLELKTDCRVLGLREILKT.... Result: 1 (interaction). (4) The miRNA is dme-miR-iab-8-5p with sequence UUACGUAUACUGAAGGUAUACCG. The protein sequence of the target gene is MADQPKPISPLKNLLAGGFGGVCLVFVGHPLDTVKVRLQTQPPSLPGQPPMYSGTFDCFRKTLFREGITGLYRGMAAPIIGVTPMFAVCFFGFGLGKKLQQKHPEDVLSYPQLFAAGMLSGVFTTGIMTPGERIKCLLQIQASSGESKYTGTLDCAKKLYQEFGIRGIYKGTVLTLMRDVPASGMYFMTYEWLKNIFTPEGKRVSELSAPRILVAGGIAGIFNWAVAIPPDVLKSRFQTAPPGKYPNGFRDVLRELIRDEGVTSLYKGFNAVMIRAFPANAACFLGFEVAMKFLNWATPN.... Result: 0 (no interaction). (5) Result: 0 (no interaction). The protein sequence of the target gene is MGAAAVRWHLYLLLALGARGRLVGGSGLPGAVDVDECSEGTDDCHIDAICQNTPKSYKCLCKPGYKGEGRQCEDIDECENDYYNGGCVHDCINIPGNYRCTCFDGFMLAHDGHNCLDVDECQDNNGGCQQICVNAMGSYECQCHSGFFLSDNQHTCIHRSNEGMNCMNKDHGCAHICRETPKGGVACDCRPGFDLAQNQKDCTLTCNYGNGGCQHSCEDTDTGPMCGCHQKYALHADGRTCIEKDEAAIERSQFNATSVADVDKRVKRRLLMETCAVNNGGCDRTCKDTATGVRCSCPVG.... The miRNA is mmu-miR-337-5p with sequence CGGCGUCAUGCAGGAGUUGAUU. (6) The miRNA is hsa-miR-199a-3p with sequence ACAGUAGUCUGCACAUUGGUUA. The protein sequence of the target gene is MADSLDEFIEEQKAKLAKDKAELESDPPYMEMKGKASEKLSENSKILISMAKENIPPSSQQQPKGPLGIEYGLSLPLGEDYEQKKHKLKEELRQDYRRYLTQGITQAKRKKNFLSTGETDPSTLGVSLPIDERLSAKERLKLERNREYNQFLRGKAESTEKVRQVEKNIEPKSQRNKNPISQGKSDLPLQIQTAYTHSEGPWLSRQEEGLYRQLDGEIELRSRRPLKQTKEEVGISGAEHPSLSGSAGVPERRARRANGERVLDRQHCRADRDPGVSEDMDERFRFESDFDRRLLRVYTN.... Result: 0 (no interaction).